This data is from Peptide-MHC class I binding affinity with 185,985 pairs from IEDB/IMGT. The task is: Regression. Given a peptide amino acid sequence and an MHC pseudo amino acid sequence, predict their binding affinity value. This is MHC class I binding data. (1) The peptide sequence is NCLSLLLSV. The MHC is HLA-A02:02 with pseudo-sequence HLA-A02:02. The binding affinity (normalized) is 0.641. (2) The peptide sequence is RRAAVSTLE. The MHC is HLA-A24:03 with pseudo-sequence HLA-A24:03. The binding affinity (normalized) is 0.0847. (3) The peptide sequence is RIPERLERW. The MHC is Mamu-B08 with pseudo-sequence Mamu-B08. The binding affinity (normalized) is 0. (4) The peptide sequence is VVMAYVGIK. The MHC is HLA-A11:01 with pseudo-sequence HLA-A11:01. The binding affinity (normalized) is 0.980.